Binary Classification. Given a drug SMILES string, predict its activity (active/inactive) in a high-throughput screening assay against a specified biological target. From a dataset of Orexin1 receptor HTS with 218,158 compounds and 233 confirmed actives. (1) The molecule is S=C(N(Cc1ccc(OCC)cc1)C)NCc1ccc(OC)cc1. The result is 0 (inactive). (2) The molecule is s1c(c(n(CC=C)c1=S)N)C(=O)Nc1c(OC)cccc1. The result is 0 (inactive). (3) The drug is O=C(Nc1ccc(Cc2ccncc2)cc1)C. The result is 0 (inactive).